Dataset: Peptide-MHC class I binding affinity with 185,985 pairs from IEDB/IMGT. Task: Regression. Given a peptide amino acid sequence and an MHC pseudo amino acid sequence, predict their binding affinity value. This is MHC class I binding data. (1) The peptide sequence is ACYNTCYCKK. The MHC is Mamu-B8301 with pseudo-sequence Mamu-B8301. The binding affinity (normalized) is 0.547. (2) The peptide sequence is NYVPCHIRQ. The MHC is Mamu-A01 with pseudo-sequence Mamu-A01. The binding affinity (normalized) is 0. (3) The peptide sequence is RSTLANGWY. The MHC is HLA-A01:01 with pseudo-sequence HLA-A01:01. The binding affinity (normalized) is 0.481. (4) The peptide sequence is WEMRAGREI. The MHC is HLA-B15:42 with pseudo-sequence HLA-B15:42. The binding affinity (normalized) is 0.213.